This data is from Full USPTO retrosynthesis dataset with 1.9M reactions from patents (1976-2016). The task is: Predict the reactants needed to synthesize the given product. Given the product [CH3:22][O:14][C:13]([C:7]1[CH:8]=[C:9]2[C:4](=[CH:5][CH:6]=1)[NH:3][C:2]([CH3:1])=[CH:11][C:10]2=[O:12])=[O:15], predict the reactants needed to synthesize it. The reactants are: [CH3:1][C:2]1[NH:3][C:4]2[C:9]([C:10](=[O:12])[CH:11]=1)=[CH:8][C:7]([C:13]([OH:15])=[O:14])=[CH:6][CH:5]=2.S(=O)(=O)(O)O.N.[CH3:22]O.